From a dataset of Reaction yield outcomes from USPTO patents with 853,638 reactions. Predict the reaction yield, written as a fraction of the theoretical maximum amount of product (1.0 means a 100% yield; for example, 0.34 means a 34% yield). (1) The reactants are [CH3:1][O:2][C:3](=[O:36])[NH:4][CH:5]([C:9]([N:11]1[CH2:15][CH2:14][CH2:13][CH:12]1[C:16]1[N:17]([CH2:28][O:29][CH2:30][CH2:31][Si:32]([CH3:35])([CH3:34])[CH3:33])[C:18]([C:21]2[CH:26]=[CH:25][C:24](Br)=[CH:23][CH:22]=2)=[CH:19][N:20]=1)=[O:10])[CH:6]([CH3:8])[CH3:7].[C:37]([N:47]1[CH2:52][CH2:51][NH:50][CH2:49][CH2:48]1)([O:39][CH2:40][C:41]1[CH:46]=[CH:45][CH:44]=[CH:43][CH:42]=1)=[O:38].CC([O-])(C)C.[Na+]. The catalyst is C1(C)C=CC=CC=1.CC([O-])=O.CC([O-])=O.[Pd+2]. The product is [CH2:40]([O:39][C:37]([N:47]1[CH2:52][CH2:51][N:50]([C:24]2[CH:25]=[CH:26][C:21]([C:18]3[N:17]([CH2:28][O:29][CH2:30][CH2:31][Si:32]([CH3:35])([CH3:34])[CH3:33])[C:16]([CH:12]4[CH2:13][CH2:14][CH2:15][N:11]4[C:9](=[O:10])[CH:5]([NH:4][C:3]([O:2][CH3:1])=[O:36])[CH:6]([CH3:8])[CH3:7])=[N:20][CH:19]=3)=[CH:22][CH:23]=2)[CH2:49][CH2:48]1)=[O:38])[C:41]1[CH:46]=[CH:45][CH:44]=[CH:43][CH:42]=1. The yield is 0.130. (2) The reactants are [CH3:1][NH:2][C:3]1[CH:4]=[C:5]([CH2:12][C:13]([C:15]2[CH:20]=[CH:19][CH:18]=[C:17]([CH3:21])[N:16]=2)=O)[CH:6]=[CH:7][C:8]=1[N+:9]([O-:11])=[O:10].[NH+]1C=CC=CC=1.[NH2:28][C:29]([NH2:31])=[S:30]. The catalyst is C(Cl)Cl.C(O)C. The product is [CH3:1][NH:2][C:3]1[CH:4]=[C:5]([C:12]2[S:30][C:29]([NH2:31])=[N:28][C:13]=2[C:15]2[CH:20]=[CH:19][CH:18]=[C:17]([CH3:21])[N:16]=2)[CH:6]=[CH:7][C:8]=1[N+:9]([O-:11])=[O:10]. The yield is 0.964.